Dataset: Forward reaction prediction with 1.9M reactions from USPTO patents (1976-2016). Task: Predict the product of the given reaction. (1) Given the reactants C1N=CN(C(N2C=NC=C2)=O)C=1.[C:13]1([S:19]([CH2:22][CH2:23][S:24][C:25]2[N:33]=[CH:32][CH:31]=[CH:30][C:26]=2[C:27]([OH:29])=O)(=[O:21])=[O:20])[CH:18]=[CH:17][CH:16]=[CH:15][CH:14]=1.[CH2:34]([NH2:38])[CH:35]([CH3:37])[CH3:36], predict the reaction product. The product is: [CH2:34]([NH:38][C:27](=[O:29])[C:26]1[CH:30]=[CH:31][CH:32]=[N:33][C:25]=1[S:24][CH2:23][CH2:22][S:19]([C:13]1[CH:14]=[CH:15][CH:16]=[CH:17][CH:18]=1)(=[O:20])=[O:21])[CH:35]([CH3:37])[CH3:36]. (2) Given the reactants [CH2:1]([C:4]([C:12]1[CH:17]=[CH:16][CH:15]=[CH:14][CH:13]=1)([CH2:9][CH:10]=[CH2:11])[C:5]([O:7][CH3:8])=[O:6])[CH:2]=[CH2:3], predict the reaction product. The product is: [C:12]1([C:4]([CH2:9][CH2:10][CH3:11])([CH2:1][CH2:2][CH3:3])[C:5]([O:7][CH3:8])=[O:6])[CH:17]=[CH:16][CH:15]=[CH:14][CH:13]=1. (3) Given the reactants Cl.Br[C:3]1[CH:8]=[C:7]([CH3:9])[CH:6]=[CH:5][N:4]=1.[CH3:10][C:11]1[CH:18]=[CH:17][C:16]([CH3:19])=[CH:15][C:12]=1[CH2:13][SH:14].[OH-:20].[Na+].O, predict the reaction product. The product is: [CH3:10][C:11]1[CH:18]=[CH:17][C:16]([CH3:19])=[CH:15][C:12]=1[CH2:13][S:14][C:3]1[CH:8]=[C:7]([CH3:9])[CH:6]=[CH:5][N+:4]=1[O-:20]. (4) Given the reactants [CH2:1]([O:4][C:5](=[O:26])[CH2:6][CH2:7][CH2:8][CH2:9][CH2:10][CH2:11][CH2:12][CH:13]([OH:25])[CH:14]([OH:24])[CH2:15][CH:16]([OH:23])[CH2:17][CH2:18][CH2:19][CH2:20][CH2:21][CH3:22])[CH2:2][CH3:3].[C:34](O[C:34](=[O:39])[CH2:35][CH2:36][CH2:37][CH3:38])(=[O:39])[CH2:35][CH2:36][CH2:37][CH3:38].[C:40]([OH:46])(=O)[CH2:41][CH2:42][CH2:43][CH3:44], predict the reaction product. The product is: [CH2:1]([O:4][C:5](=[O:26])[CH2:6][CH2:7][CH2:8][CH2:9][CH2:10][CH2:11][CH2:12][CH:13]([O:25][C:34](=[O:39])[CH2:35][CH2:36][CH2:37][CH3:38])[CH:14]([O:24][C:40](=[O:46])[CH2:41][CH2:42][CH2:43][CH3:44])[CH2:15][CH:16]([O:23][C:5](=[O:4])[CH2:6][CH2:7][CH2:8][CH3:9])[CH2:17][CH2:18][CH2:19][CH2:20][CH2:21][CH3:22])[CH2:2][CH3:3].